From a dataset of TCR-epitope binding with 47,182 pairs between 192 epitopes and 23,139 TCRs. Binary Classification. Given a T-cell receptor sequence (or CDR3 region) and an epitope sequence, predict whether binding occurs between them. (1) The epitope is KAYNVTQAF. The TCR CDR3 sequence is CASSLDDRGLPNEQFF. Result: 1 (the TCR binds to the epitope). (2) The TCR CDR3 sequence is CASSSDGYSNQPQHF. Result: 0 (the TCR does not bind to the epitope). The epitope is TEILPVSMTK. (3) The TCR CDR3 sequence is CASSDPGDYGYTF. The epitope is TSDLATNNLVVMAY. Result: 0 (the TCR does not bind to the epitope). (4) The epitope is KLPDDFTGCV. Result: 0 (the TCR does not bind to the epitope). The TCR CDR3 sequence is CASSRLAGTDTQYF. (5) The epitope is TLIGDCATV. The TCR CDR3 sequence is CASSYGTSEGGRFF. Result: 0 (the TCR does not bind to the epitope). (6) The epitope is QECVRGTTVL. The TCR CDR3 sequence is CASSRGINYEQYF. Result: 1 (the TCR binds to the epitope). (7) The epitope is SLVKPSFYV. The TCR CDR3 sequence is CAGNWDLKNQPQHF. Result: 0 (the TCR does not bind to the epitope).